Dataset: Forward reaction prediction with 1.9M reactions from USPTO patents (1976-2016). Task: Predict the product of the given reaction. (1) The product is: [CH3:33][C:5]([O:7][C:8]1[CH:13]=[CH:12][C:11]([O:14][CH2:15][C:16]2[N:17]=[N:18][C:19]([C:22]3[CH:23]=[CH:24][C:25]([C:28]([F:31])([F:30])[F:29])=[CH:26][CH:27]=3)=[CH:20][CH:21]=2)=[CH:10][C:9]=1[CH3:32])([CH3:6])[C:4]([OH:34])=[O:3]. Given the reactants C([O:3][C:4](=[O:34])[C:5]([CH3:33])([O:7][C:8]1[CH:13]=[CH:12][C:11]([O:14][CH2:15][C:16]2[N:17]=[N:18][C:19]([C:22]3[CH:27]=[CH:26][C:25]([C:28]([F:31])([F:30])[F:29])=[CH:24][CH:23]=3)=[CH:20][CH:21]=2)=[CH:10][C:9]=1[CH3:32])[CH3:6])C.[OH-].[Na+], predict the reaction product. (2) Given the reactants C(OC([N:8]1[CH2:34][CH2:33][C:11]2([CH2:14][N:13]([C@H:15]3[C:23]4[C:18](=[CH:19][C:20]([C:24]5[CH:25]=[N:26][C:27]([C:30](=[O:32])[NH2:31])=[CH:28][CH:29]=5)=[CH:21][CH:22]=4)[CH2:17][CH2:16]3)[CH2:12]2)[CH2:10][CH2:9]1)=O)(C)(C)C.[ClH:35], predict the reaction product. The product is: [ClH:35].[ClH:35].[CH2:12]1[C:11]2([CH2:33][CH2:34][NH:8][CH2:9][CH2:10]2)[CH2:14][N:13]1[C@H:15]1[C:23]2[C:18](=[CH:19][C:20]([C:24]3[CH:29]=[CH:28][C:27]([C:30]([NH2:31])=[O:32])=[N:26][CH:25]=3)=[CH:21][CH:22]=2)[CH2:17][CH2:16]1. (3) Given the reactants N#N.[CH3:3][N:4]([CH2:6][C:7]([N:9]1[C:17]2[C:12](=[CH:13][C:14]([N:21]([CH3:23])[CH3:22])=[C:15]([N+:18]([O-])=O)[CH:16]=2)[CH2:11][CH2:10]1)=[O:8])[CH3:5], predict the reaction product. The product is: [CH3:5][N:4]([CH2:6][C:7]([N:9]1[C:17]2[C:12](=[CH:13][C:14]([N:21]([CH3:23])[CH3:22])=[C:15]([NH2:18])[CH:16]=2)[CH2:11][CH2:10]1)=[O:8])[CH3:3]. (4) Given the reactants [OH:1][CH2:2][C:3]1[CH:19]=[CH:18][C:6]2[S:7][CH:8]=[C:9]([C:10]3[CH:15]=[CH:14][C:13]([OH:16])=[CH:12][C:11]=3[CH3:17])[C:5]=2[CH:4]=1.[O:20]1[C:22]2([CH2:27][CH2:26][S:25](=[O:29])(=[O:28])[CH2:24][CH2:23]2)[CH2:21]1.C([O-])([O-])=O.[K+].[K+], predict the reaction product. The product is: [OH:20][C:22]1([CH2:21][O:16][C:13]2[CH:14]=[CH:15][C:10]([C:9]3[C:5]4[CH:4]=[C:3]([CH2:2][OH:1])[CH:19]=[CH:18][C:6]=4[S:7][CH:8]=3)=[C:11]([CH3:17])[CH:12]=2)[CH2:27][CH2:26][S:25](=[O:29])(=[O:28])[CH2:24][CH2:23]1. (5) Given the reactants [CH2:1]([CH:8]([C:12]([OH:14])=[O:13])[C:9]([OH:11])=[O:10])[C:2]1[CH:7]=[CH:6][CH:5]=[CH:4][CH:3]=1.S(Cl)(Cl)=O.[CH3:19]O, predict the reaction product. The product is: [CH2:1]([CH:8]([C:9]([O:11][CH3:19])=[O:10])[C:12]([OH:14])=[O:13])[C:2]1[CH:7]=[CH:6][CH:5]=[CH:4][CH:3]=1. (6) The product is: [O:26]=[C:27]1[N:32]([C:33]2[CH:34]=[CH:35][C:36]([O:39][CH2:40][C:41]([F:42])([F:44])[F:43])=[CH:37][CH:38]=2)[C:31]([S:45][CH2:46][CH2:47][CH2:48][S:49]([NH:52][C:7]([CH:8]2[CH2:13][CH2:12]2)=[O:18])(=[O:50])=[O:51])=[N:30][C:29]2[CH:53]=[CH:54][NH:55][C:28]1=2. Given the reactants C[C:13]1[CH:12]=CC=C([N+]([O-])=O)[C:8]=1[C:7](O[C:7](=[O:18])[C:8]1[C:13]([N+]([O-])=O)=[CH:12]C=CC=1C)=[O:18].[O:26]=[C:27]1[N:32]([C:33]2[CH:38]=[CH:37][C:36]([O:39][CH2:40][C:41]([F:44])([F:43])[F:42])=[CH:35][CH:34]=2)[C:31]([S:45][CH2:46][CH2:47][CH2:48][S:49]([NH2:52])(=[O:51])=[O:50])=[N:30][C:29]2[CH:53]=[CH:54][NH:55][C:28]1=2.C1(C(O)=O)CC1.C(N(CC)CC)C, predict the reaction product. (7) Given the reactants [NH2:1][C:2]1[CH:7]=[CH:6][C:5]([C:8]([F:11])([F:10])[F:9])=[CH:4][N:3]=1.[Cl:12][C:13]1[C:14]([C:19](O)=[O:20])=[N:15][CH:16]=[CH:17][CH:18]=1.CCN=C=NCCCN(C)C.Cl.C1C=CC2N(O)N=NC=2C=1.C(=O)(O)[O-].[Na+], predict the reaction product. The product is: [Cl:12][C:13]1[C:14]([C:19]([NH:1][C:2]2[CH:7]=[CH:6][C:5]([C:8]([F:9])([F:11])[F:10])=[CH:4][N:3]=2)=[O:20])=[N:15][CH:16]=[CH:17][CH:18]=1. (8) Given the reactants BrBr.[NH2:3][C:4]([NH2:6])=[S:5].CC[N:9](C(C)C)[CH:10]([CH3:12])[CH3:11].CCOC(C)=O.[CH2:22]1[CH2:26][O:25][CH2:24][CH2:23]1, predict the reaction product. The product is: [NH2:3][C:4]1[S:5][C:23]2[C:24](=[O:25])[NH:9][C:10]([CH3:12])([CH3:11])[CH2:26][C:22]=2[N:6]=1.